From a dataset of Catalyst prediction with 721,799 reactions and 888 catalyst types from USPTO. Predict which catalyst facilitates the given reaction. (1) Reactant: C([O:8][C:9]1[CH:24]=[CH:23][C:12]([O:13][C:14]2[CH:15]=[C:16]([CH:20]=[CH:21][CH:22]=2)[C:17]([OH:19])=[O:18])=[CH:11][C:10]=1[CH3:25])C1C=CC=CC=1.CCO. Product: [OH:8][C:9]1[CH:24]=[CH:23][C:12]([O:13][C:14]2[CH:15]=[C:16]([CH:20]=[CH:21][CH:22]=2)[C:17]([OH:19])=[O:18])=[CH:11][C:10]=1[CH3:25]. The catalyst class is: 123. (2) Reactant: [N:1]1([C:7]2[N:8]=[C:9]([CH2:14][C:15]([O-:17])=O)[NH:10][C:11](=[O:13])[CH:12]=2)[CH2:6][CH2:5][O:4][CH2:3][CH2:2]1.[Na+].[O:19]1[C:24]2[C:25]([NH2:29])=[CH:26][CH:27]=[CH:28][C:23]=2[NH:22][CH2:21][CH2:20]1.Cl.CN(C)CCCN=C=NCC. Product: [O:19]1[C:24]2[C:25]([NH:29][C:15](=[O:17])[CH2:14][C:9]3[NH:10][C:11](=[O:13])[CH:12]=[C:7]([N:1]4[CH2:2][CH2:3][O:4][CH2:5][CH2:6]4)[N:8]=3)=[CH:26][CH:27]=[CH:28][C:23]=2[NH:22][CH2:21][CH2:20]1. The catalyst class is: 672. (3) Reactant: Br[C:2]1[N:7]=[C:6]([C:8]([OH:10])=[O:9])[CH:5]=[CH:4][C:3]=1[F:11].[F:12][C:13]1[CH:18]=[C:17]([F:19])[CH:16]=[CH:15][C:14]=1B(O)O. Product: [F:12][C:13]1[CH:18]=[C:17]([F:19])[CH:16]=[CH:15][C:14]=1[C:2]1[N:7]=[C:6]([C:8]([OH:10])=[O:9])[CH:5]=[CH:4][C:3]=1[F:11]. The catalyst class is: 462. (4) Reactant: [OH-].[Na+].Cl.[CH3:4][C:5]1[CH:6]=[C:7]([CH2:12][CH2:13][CH2:14][NH2:15])[CH:8]=[CH:9][C:10]=1[CH3:11]. Product: [CH3:4][C:5]1[CH:6]=[C:7]([CH2:12][CH2:13][CH2:14][NH2:15])[CH:8]=[CH:9][C:10]=1[CH3:11]. The catalyst class is: 11. (5) Reactant: Cl[C:2]1[CH:10]=[CH:9][C:8]2[N:7]([CH:11]=[C:12]([C:14]3[CH:19]=[CH:18][N:17]=[CH:16][CH:15]=3)[CH3:13])[C:6]3[CH2:20][CH2:21][N:22]([CH3:24])[CH2:23][C:5]=3[C:4]=2[CH:3]=1.CC(C)([O-])C.[Na+].[CH3:31][O:32][CH2:33][CH2:34][NH2:35]. Product: [CH3:31][O:32][CH2:33][CH2:34][NH:35][C:2]1[CH:10]=[CH:9][C:8]2[N:7](/[CH:11]=[C:12](/[C:14]3[CH:19]=[CH:18][N:17]=[CH:16][CH:15]=3)\[CH3:13])[C:6]3[CH2:20][CH2:21][N:22]([CH3:24])[CH2:23][C:5]=3[C:4]=2[CH:3]=1. The catalyst class is: 167. (6) Reactant: [N:1]1[CH:2]=[CH:3][N:4]2[CH:9]=[C:8]([CH2:10][OH:11])[CH:7]=[CH:6][C:5]=12.[B-](F)(F)(F)[F:13].[B-](F)(F)(F)F.C1[N+]2(CCl)CC[N+](F)(CC2)C1.C1COCC1.O. Product: [F:13][C:3]1[N:4]2[CH:9]=[C:8]([CH2:10][OH:11])[CH:7]=[CH:6][C:5]2=[N:1][CH:2]=1. The catalyst class is: 10. (7) Reactant: [Cl:1][C:2]1[CH:3]=[C:4]2[C:8](=[CH:9][CH:10]=1)[NH:7][CH:6]=[C:5]2[CH2:11][CH2:12][NH:13][C:14](=[O:23])[C:15]1[CH:20]=[CH:19][CH:18]=[C:17]([CH2:21]Cl)[CH:16]=1.B(O)(O)[C:25]1[CH:26]=[CH:27][C:28]([CH3:31])=[CH:29][CH:30]=1.C(=O)([O-])[O-].[Na+].[Na+].[I-].[Na+]. Product: [Cl:1][C:2]1[CH:3]=[C:4]2[C:8](=[CH:9][CH:10]=1)[NH:7][CH:6]=[C:5]2[CH2:11][CH2:12][NH:13][C:14](=[O:23])[C:15]1[CH:20]=[CH:19][CH:18]=[C:17]([CH2:21][C:25]2[CH:30]=[CH:29][C:28]([CH3:31])=[CH:27][CH:26]=2)[CH:16]=1. The catalyst class is: 437.